From a dataset of Full USPTO retrosynthesis dataset with 1.9M reactions from patents (1976-2016). Predict the reactants needed to synthesize the given product. (1) The reactants are: [CH2:1]([O:3][C:4]1[CH:5]=[C:6]([NH:10][C:11]([C:13]2[CH:18]=[CH:17][C:16]([CH3:19])=[CH:15][CH:14]=2)=[NH:12])[CH:7]=[CH:8][CH:9]=1)[CH3:2].C[Si]([N-][Si](C)(C)C)(C)C.[Na+].C([O:32][C:33]1C=C(C=[CH:38][CH:39]=1)N)C.C1(C)C=CC(C#N)=CC=1.[O:49]1CCCC1. Given the product [CH2:1]([O:3][C:4]1[CH:5]=[C:6]([N:10]2[CH:38]=[C:39]([C:33]([OH:32])=[O:49])[N:12]=[C:11]2[C:13]2[CH:14]=[CH:15][C:16]([CH3:19])=[CH:17][CH:18]=2)[CH:7]=[CH:8][CH:9]=1)[CH3:2], predict the reactants needed to synthesize it. (2) Given the product [C:25]([C:24]1[CH:27]=[C:28]([C:31]2[N:36]=[C:35]([NH:37][C:38]3[CH:39]=[CH:40][C:41]([N:44]4[CH2:49][CH2:48][N:47]([CH:50]5[CH2:51][O:52][CH2:53]5)[CH2:46][CH2:45]4)=[CH:42][CH:43]=3)[N:34]=[CH:33][N:32]=2)[CH:29]=[CH:30][C:23]=1[O:8][C@@H:7]1[CH2:6][CH2:5][N:4]([C:9]([O:11][C:12]([CH3:15])([CH3:14])[CH3:13])=[O:10])[CH2:3][C@H:2]1[F:1])#[N:26], predict the reactants needed to synthesize it. The reactants are: [F:1][C@H:2]1[C@H:7]([OH:8])[CH2:6][CH2:5][N:4]([C:9]([O:11][C:12]([CH3:15])([CH3:14])[CH3:13])=[O:10])[CH2:3]1.CC(C)([O-])C.[K+].F[C:23]1[CH:30]=[CH:29][C:28]([C:31]2[N:36]=[C:35]([NH:37][C:38]3[CH:43]=[CH:42][C:41]([N:44]4[CH2:49][CH2:48][N:47]([CH:50]5[CH2:53][O:52][CH2:51]5)[CH2:46][CH2:45]4)=[CH:40][CH:39]=3)[N:34]=[CH:33][N:32]=2)=[CH:27][C:24]=1[C:25]#[N:26].O. (3) Given the product [CH3:1][C:2]([CH3:24])([CH3:23])[CH2:3][CH2:4][C@H:5]1[CH2:10][C@H:9]([C:11]2[O:18][NH:28][C:13](=[O:14])[CH:12]=2)[CH2:8][CH2:7][N:6]1[C:19]([O:21][CH3:22])=[O:20], predict the reactants needed to synthesize it. The reactants are: [CH3:1][C:2]([CH3:24])([CH3:23])[CH2:3][CH2:4][C@H:5]1[CH2:10][C@@H:9]([C:11](=[O:18])[CH2:12][C:13](OCC)=[O:14])[CH2:8][CH2:7][N:6]1[C:19]([O:21][CH3:22])=[O:20].[OH-].[Na+].Cl.[NH2:28]O.Cl. (4) Given the product [CH:9]1([O:12][C:13]([N:15]2[CH2:20][CH2:19][CH:18]([N:21]3[C:25]4=[N:26][CH:27]=[N:28][C:29]([O:30][C:31]5[C:32]([CH3:37])=[N:33][CH:34]=[CH:35][CH:36]=5)=[C:24]4[CH:23]=[N:22]3)[CH2:17][CH2:16]2)=[O:14])[CH2:10][CH2:11][CH2:8]1, predict the reactants needed to synthesize it. The reactants are: [H-].[Na+].[N+](C1[CH:11]=[CH:10][C:9]([O:12][C:13]([N:15]2[CH2:20][CH2:19][CH:18]([N:21]3[C:25]4=[N:26][CH:27]=[N:28][C:29]([O:30][C:31]5[C:32]([CH3:37])=[N:33][CH:34]=[CH:35][CH:36]=5)=[C:24]4[CH:23]=[N:22]3)[CH2:17][CH2:16]2)=[O:14])=[CH:8]C=1)([O-])=O.C1(O)CCC1.O. (5) Given the product [C:4]1([S:7]([N:10]2[CH2:21][CH:20]2[C:19]2[CH:22]=[CH:23][C:16]([Br:15])=[CH:17][CH:18]=2)(=[O:9])=[O:8])[CH:5]=[CH:6][CH:1]=[CH:2][CH:3]=1, predict the reactants needed to synthesize it. The reactants are: [CH:1]1[CH:6]=[CH:5][C:4]([S:7]([N-:10]Cl)(=[O:9])=[O:8])=[CH:3][CH:2]=1.[Na+].II.[Br:15][C:16]1[CH:23]=[CH:22][C:19]([CH:20]=[CH2:21])=[CH:18][CH:17]=1.ClCCl. (6) Given the product [CH:11]1([N:8]2[C:9]3[CH:10]=[C:2]([S:32]([CH:29]4[CH2:31][CH2:30]4)(=[O:34])=[O:33])[CH:3]=[C:4]([C:16]([NH:18][CH2:19][C:20]4[C:21](=[O:28])[NH:22][C:23]([CH3:27])=[CH:24][C:25]=4[CH3:26])=[O:17])[C:5]=3[CH:6]=[N:7]2)[CH2:15][CH2:14][CH2:13][CH2:12]1, predict the reactants needed to synthesize it. The reactants are: Br[C:2]1[CH:3]=[C:4]([C:16]([NH:18][CH2:19][C:20]2[C:21](=[O:28])[NH:22][C:23]([CH3:27])=[CH:24][C:25]=2[CH3:26])=[O:17])[C:5]2[CH:6]=[N:7][N:8]([CH:11]3[CH2:15][CH2:14][CH2:13][CH2:12]3)[C:9]=2[CH:10]=1.[CH:29]1([S:32]([OH:34])=[O:33])[CH2:31][CH2:30]1.CNCCNC.CNCCNC. (7) Given the product [CH:36]1([CH2:35][C@H:24]([NH:23][C:21]([N:17]2[CH2:18][CH2:19][CH2:20][C@@H:15]([C@H:8]([C:9]3[CH:10]=[CH:11][CH:12]=[CH:13][CH:14]=3)[CH2:7][CH2:6][CH2:5][CH2:4][O:3][CH2:1][CH3:2])[CH2:16]2)=[O:22])[CH2:25][NH:26][CH3:27])[CH2:41][CH2:40][CH2:39][CH2:38][CH2:37]1, predict the reactants needed to synthesize it. The reactants are: [CH2:1]([O:3][CH2:4][CH2:5][CH2:6][CH2:7][C@H:8]([C@@H:15]1[CH2:20][CH2:19][CH2:18][N:17]([C:21]([NH:23][C@@H:24]([CH2:35][CH:36]2[CH2:41][CH2:40][CH2:39][CH2:38][CH2:37]2)[CH2:25][N:26](C)[C:27](=O)OC(C)(C)C)=[O:22])[CH2:16]1)[C:9]1[CH:14]=[CH:13][CH:12]=[CH:11][CH:10]=1)[CH3:2].